From a dataset of Reaction yield outcomes from USPTO patents with 853,638 reactions. Predict the reaction yield, written as a fraction of the theoretical maximum amount of product (1.0 means a 100% yield; for example, 0.34 means a 34% yield). (1) The reactants are [Cl:1][C:2]1[CH:7]=[C:6]([Cl:8])[CH:5]=[CH:4][C:3]=1[C@H:9]1[C@H:14]([N+:15]([O-])=O)[CH2:13][C:12]([CH2:18][O:19][C:20]2[CH:27]=[CH:26][C:23]([C:24]#[N:25])=[CH:22][CH:21]=2)=[C:11]([C:28]2[CH:33]=[CH:32][CH:31]=[CH:30][CH:29]=2)[CH2:10]1. The catalyst is CO.C(O)(=O)C.[Zn]. The product is [NH2:15][C@@H:14]1[CH2:13][C:12]([CH2:18][O:19][C:20]2[CH:27]=[CH:26][C:23]([C:24]#[N:25])=[CH:22][CH:21]=2)=[C:11]([C:28]2[CH:33]=[CH:32][CH:31]=[CH:30][CH:29]=2)[CH2:10][C@H:9]1[C:3]1[CH:4]=[CH:5][C:6]([Cl:8])=[CH:7][C:2]=1[Cl:1]. The yield is 0.760. (2) The product is [CH3:2][O:3][CH:4]=[C:35]1[CH2:36][CH2:37][S:32][CH2:33][CH2:34]1. The yield is 0.500. The reactants are [Cl-].[CH3:2][O:3][CH2:4][P+](C1C=CC=CC=1)(C1C=CC=CC=1)C1C=CC=CC=1.[Li+].CC([N-]C(C)C)C.[S:32]1[CH2:37][CH2:36][C:35](=O)[CH2:34][CH2:33]1. The catalyst is C1COCC1.C1COCC1.CCCCCCC.C(C1C=CC=CC=1)C. (3) The reactants are [CH3:1][N:2]1[C:6]2=[N:7][CH:8]=[CH:9][C:10]([N:11]3[CH2:16][CH2:15][CH:14]([C:17]([N:19]4[CH2:23][CH2:22][CH2:21][CH2:20]4)=[O:18])[CH2:13][CH2:12]3)=[C:5]2[C:4]([CH:24]=O)=[CH:3]1.[OH:26][C:27]1[C:32]2[C:33](=[O:36])[CH2:34][O:35][C:31]=2[CH:30]=[CH:29][CH:28]=1. The catalyst is Cl.CCO. The product is [OH:26][C:27]1[C:32]2[C:33](=[O:36])/[C:34](=[CH:24]/[C:4]3[C:5]4[C:6](=[N:7][CH:8]=[CH:9][C:10]=4[N:11]4[CH2:16][CH2:15][CH:14]([C:17]([N:19]5[CH2:23][CH2:22][CH2:21][CH2:20]5)=[O:18])[CH2:13][CH2:12]4)[N:2]([CH3:1])[CH:3]=3)/[O:35][C:31]=2[CH:30]=[CH:29][CH:28]=1. The yield is 0.460. (4) The reactants are [H-].[Al+3].[Li+].[H-].[H-].[H-].C(O[C:10]([C:12]1[N:13]([CH2:22][C:23]#[N:24])[C:14]2[C:19]([CH:20]=1)=[C:18]([Br:21])[CH:17]=[CH:16][CH:15]=2)=O)C.C(C(C(C([O-])=O)O)O)([O-])=O.[Na+].[K+]. The catalyst is C(OCC)C. The product is [Br:21][C:18]1[C:19]2[CH:20]=[C:12]3[CH2:10][NH:24][CH2:23][CH2:22][N:13]3[C:14]=2[CH:15]=[CH:16][CH:17]=1. The yield is 0.340. (5) The reactants are [Cl:1][C:2]1[CH:7]=[CH:6][C:5]([C:8]2([C:12]([N:14]3[CH2:19][CH2:18][CH2:17][CH:16]([CH2:20]OS(C)(=O)=O)[CH2:15]3)=[O:13])[CH2:11][CH2:10][CH2:9]2)=[CH:4][CH:3]=1.[F:26][C:27]([F:42])([F:41])[O:28][C:29]1[CH:34]=[CH:33][CH:32]=[CH:31][C:30]=1[N:35]1[CH2:40][CH2:39][NH:38][CH2:37][CH2:36]1.C(=O)([O-])[O-].[Cs+].[Cs+]. No catalyst specified. The product is [Cl:1][C:2]1[CH:7]=[CH:6][C:5]([C:8]2([C:12]([N:14]3[CH2:19][CH2:18][CH2:17][CH:16]([CH2:20][N:38]4[CH2:39][CH2:40][N:35]([C:30]5[CH:31]=[CH:32][CH:33]=[CH:34][C:29]=5[O:28][C:27]([F:26])([F:41])[F:42])[CH2:36][CH2:37]4)[CH2:15]3)=[O:13])[CH2:11][CH2:10][CH2:9]2)=[CH:4][CH:3]=1. The yield is 0.320. (6) The reactants are [Br:1][C:2]1[N:3]=[C:4]2[C:10]([I:11])=[CH:9][NH:8][C:5]2=[N:6][CH:7]=1.[H-].[Na+].[C:14]1([CH3:24])[CH:19]=[CH:18][C:17]([S:20](Cl)(=[O:22])=[O:21])=[CH:16][CH:15]=1. The product is [Br:1][C:2]1[N:3]=[C:4]2[C:10]([I:11])=[CH:9][N:8]([S:20]([C:17]3[CH:18]=[CH:19][C:14]([CH3:24])=[CH:15][CH:16]=3)(=[O:22])=[O:21])[C:5]2=[N:6][CH:7]=1. The catalyst is C1COCC1. The yield is 0.990. (7) The reactants are [F:1][C:2]1[CH:3]=[C:4]([C:29]2[C:30]([C:35]#[N:36])=[CH:31][CH:32]=[CH:33][CH:34]=2)[CH:5]=[CH:6][C:7]=1[CH2:8][C:9]1[C:10](=[O:28])[N:11]([CH:21]2[CH2:26][CH2:25][C:24](=[O:27])[CH2:23][CH2:22]2)[C:12]2[N:13]([N:18]=[CH:19][N:20]=2)[C:14]=1[CH2:15][CH2:16][CH3:17].[OH:37][CH2:38][C:39]1([CH:43](O)[CH3:44])[CH2:42][CH2:41][CH2:40]1. The catalyst is CC1C=CC(S(O)(=O)=O)=CC=1.C1(C)C=CC=CC=1. The product is [F:1][C:2]1[CH:3]=[C:4]([C:29]2[C:30]([C:35]#[N:36])=[CH:31][CH:32]=[CH:33][CH:34]=2)[CH:5]=[CH:6][C:7]=1[CH2:8][C:9]1[C:10](=[O:28])[N:11]([CH:21]2[CH2:22][CH2:23][C:24]3([O:37][CH2:38][C:39]4([CH2:42][CH2:41][CH2:40]4)[CH:43]([CH3:44])[O:27]3)[CH2:25][CH2:26]2)[C:12]2[N:13]([N:18]=[CH:19][N:20]=2)[C:14]=1[CH2:15][CH2:16][CH3:17]. The yield is 0.900. (8) The reactants are [CH:1]1[CH:6]=[CH:5][C:4]([CH2:7][O:8][C:9]([NH:11][CH2:12][C:13]([OH:15])=O)=[O:10])=[CH:3][CH:2]=1.C(N1C=CN=C1)(N1C=CN=C1)=O.[C:28]([O:37][CH3:38])(=[O:36])[C:29]1[C:30](=[CH:32][CH:33]=[CH:34][CH:35]=1)[NH2:31]. The catalyst is O1CCCC1.C(OCC)(=O)C.CCCCCC. The product is [CH3:38][O:37][C:28](=[O:36])[C:29]1[CH:35]=[CH:34][CH:33]=[CH:32][C:30]=1[NH:31][C:13](=[O:15])[CH2:12][NH:11][C:9]([O:8][CH2:7][C:4]1[CH:3]=[CH:2][CH:1]=[CH:6][CH:5]=1)=[O:10]. The yield is 0.110. (9) The product is [CH3:1][C:2]1([C:5]2[NH:16][C:8]3[C:7]([CH:6]=2)=[CH:12][C:11]([N+:13]([O-:15])=[O:14])=[CH:10][CH:9]=3)[CH2:4][CH2:3]1. The yield is 0.710. The catalyst is C1COCC1. The reactants are [CH3:1][C:2]1([C:5]#[C:6][C:7]2[CH:12]=[C:11]([N+:13]([O-:15])=[O:14])[CH:10]=[CH:9][C:8]=2[NH:16]C(=O)CCC)[CH2:4][CH2:3]1.CCCC[N+](CCCC)(CCCC)CCCC.[F-].